Dataset: Full USPTO retrosynthesis dataset with 1.9M reactions from patents (1976-2016). Task: Predict the reactants needed to synthesize the given product. (1) Given the product [CH3:17][O:16][C:12]1[CH:11]=[C:10]([CH:15]=[CH:14][CH:13]=1)[CH2:9][O:8][C:6]1[CH:5]=[CH:4][C:3]([S:18][C:19]2[CH:20]=[CH:21][C:22]([OH:25])=[CH:23][CH:24]=2)=[C:2]([NH:1][C:38]2[C:28]3[CH:33]=[CH:32][CH:31]=[N:30][C:29]=3[N:34]=[CH:35][N:36]=2)[CH:7]=1, predict the reactants needed to synthesize it. The reactants are: [NH2:1][C:2]1[CH:7]=[C:6]([O:8][CH2:9][C:10]2[CH:15]=[CH:14][CH:13]=[C:12]([O:16][CH3:17])[CH:11]=2)[CH:5]=[CH:4][C:3]=1[S:18][C:19]1[CH:24]=[CH:23][C:22]([OH:25])=[CH:21][CH:20]=1.C([C:28]1[C:29]([N:34]=[CH:35][N:36]([CH3:38])C)=[N:30][CH:31]=[CH:32][CH:33]=1)#N.NC1C=C(OCC2C=CC=C(F)C=2)C=CC=1SC1C=CC(O)=CC=1. (2) Given the product [F:26][C:20]1[CH:21]=[CH:22][CH:23]=[C:24]([F:25])[C:19]=1[C:6]1[O:7][C:8]([NH:9][C:10]2[CH:11]=[CH:12][C:13]([C:14]([N:60]3[CH2:66][CH2:65][CH2:64][C@@H:61]3[CH2:62][OH:63])=[O:15])=[CH:17][CH:18]=2)=[C:4]([C:1]([NH2:2])=[O:3])[N:5]=1, predict the reactants needed to synthesize it. The reactants are: [C:1]([C:4]1[N:5]=[C:6]([C:19]2[C:24]([F:25])=[CH:23][CH:22]=[CH:21][C:20]=2[F:26])[O:7][C:8]=1[NH:9][C:10]1[CH:18]=[CH:17][C:13]([C:14](O)=[O:15])=[CH:12][CH:11]=1)(=[O:3])[NH2:2].F[P-](F)(F)(F)(F)F.N1(OC(N(C)C)=[N+](C)C)C2N=CC=CC=2N=N1.C(N(C(C)C)CC)(C)C.[NH:60]1[CH2:66][CH2:65][CH2:64][C@@H:61]1[CH2:62][OH:63]. (3) The reactants are: [C:1]([NH:4]/[C:5](=[CH:10]/[C:11]1[CH:16]=[C:15]([CH3:17])[C:14]([NH2:18])=[C:13]([Cl:19])[CH:12]=1)/[C:6]([O:8][CH3:9])=[O:7])(=[O:3])[CH3:2].C1(P(C2C=CC=CC=2)CCCP(C2C=CC=CC=2)C2C=CC=CC=2)C=CC=CC=1. Given the product [C:1]([NH:4][CH:5]([CH2:10][C:11]1[CH:16]=[C:15]([CH3:17])[C:14]([NH2:18])=[C:13]([Cl:19])[CH:12]=1)[C:6]([O:8][CH3:9])=[O:7])(=[O:3])[CH3:2], predict the reactants needed to synthesize it. (4) Given the product [NH2:29][C:30]1[S:34][C:33]([C:35]2[C:40]([F:41])=[CH:39][CH:38]=[CH:37][C:36]=2[F:42])=[N:32][C:31]=1[C:43]([NH:1][C:2]1[CH:3]=[N:4][N:5]([CH3:21])[C:6]=1[N:7]1[CH2:8][CH:9]2[CH:11]([CH:10]2[NH2:13])[CH2:12]1)=[O:44], predict the reactants needed to synthesize it. The reactants are: [NH2:1][C:2]1[CH:3]=[N:4][N:5]([CH3:21])[C:6]=1[N:7]1[CH2:12][CH:11]2[CH:9]([CH:10]2[NH:13]C(=O)OC(C)(C)C)[CH2:8]1.C(OC([NH:29][C:30]1[S:34][C:33]([C:35]2[C:40]([F:41])=[CH:39][CH:38]=[CH:37][C:36]=2[F:42])=[N:32][C:31]=1[C:43](O)=[O:44])=O)(C)(C)C.CN(C(ON1N=NC2C=CC=NC1=2)=[N+](C)C)C.F[P-](F)(F)(F)(F)F.